This data is from Full USPTO retrosynthesis dataset with 1.9M reactions from patents (1976-2016). The task is: Predict the reactants needed to synthesize the given product. (1) Given the product [CH3:1][O:2][C:3]1[CH:4]=[C:5]2[C:10](=[CH:11][C:12]=1[O:13][CH3:14])[N:9]=[CH:8][N:7]=[C:6]2[O:15][C:16]1[C:17]([F:24])=[CH:18][C:19]([F:23])=[C:20]([NH:21][C:35]([NH:34][C:32]2[O:31][N:30]=[C:29]([C:26]([F:25])([CH3:27])[CH3:28])[CH:33]=2)=[O:36])[CH:22]=1, predict the reactants needed to synthesize it. The reactants are: [CH3:1][O:2][C:3]1[CH:4]=[C:5]2[C:10](=[CH:11][C:12]=1[O:13][CH3:14])[N:9]=[CH:8][N:7]=[C:6]2[O:15][C:16]1[C:17]([F:24])=[CH:18][C:19]([F:23])=[C:20]([CH:22]=1)[NH2:21].[F:25][C:26]([C:29]1[CH:33]=[C:32]([NH:34][C:35](=O)[O:36]C2C=CC=CC=2)[O:31][N:30]=1)([CH3:28])[CH3:27].C(N(C(C)C)CC)(C)C. (2) Given the product [CH:1]1([CH:7]([NH:25][C:26]2[CH:27]=[CH:28][C:29]([C:32]([N:34]([CH3:42])[CH2:35][CH2:36][C:37]([OH:39])=[O:38])=[O:33])=[CH:30][CH:31]=2)[C:9]2[C:10]([CH3:24])=[N:11][N:12]([C:14]3[CH:19]=[CH:18][C:17]([C:20]([F:23])([F:22])[F:21])=[CH:16][CH:15]=3)[CH:13]=2)[CH2:6][CH2:5][CH2:4][CH2:3][CH2:2]1, predict the reactants needed to synthesize it. The reactants are: [CH:1]1([CH:7]([C:9]2[C:10]([CH3:24])=[N:11][N:12]([C:14]3[CH:19]=[CH:18][C:17]([C:20]([F:23])([F:22])[F:21])=[CH:16][CH:15]=3)[CH:13]=2)O)[CH2:6][CH2:5][CH2:4][CH2:3][CH2:2]1.[NH2:25][C:26]1[CH:31]=[CH:30][C:29]([C:32]([N:34]([CH3:42])[CH2:35][CH2:36][C:37]([O:39]CC)=[O:38])=[O:33])=[CH:28][CH:27]=1. (3) Given the product [NH2:34][C:32](=[O:33])[CH2:31][CH2:30][NH:29][C:26]([C:19]1[CH:20]=[CH:21][C:22]2[C@@H:23]3[C@H:14]([C@H:11]4[C@@:9]([CH2:25][CH2:24]3)([CH3:10])[C:8]([C:4]3[CH:5]=[N:6][CH:7]=[C:2]([F:1])[CH:3]=3)=[CH:13][CH2:12]4)[CH2:15][CH2:16][C:17]=2[CH:18]=1)=[O:28], predict the reactants needed to synthesize it. The reactants are: [F:1][C:2]1[CH:3]=[C:4]([C:8]2[C@:9]3([CH2:25][CH2:24][C@H:23]4[C@@H:14]([CH2:15][CH2:16][C:17]5[CH:18]=[C:19]([C:26]([OH:28])=O)[CH:20]=[CH:21][C:22]=54)[C@@H:11]3[CH2:12][CH:13]=2)[CH3:10])[CH:5]=[N:6][CH:7]=1.[NH2:29][CH2:30][CH2:31][C:32]([NH2:34])=[O:33].